Task: Binary Classification. Given a T-cell receptor sequence (or CDR3 region) and an epitope sequence, predict whether binding occurs between them.. Dataset: TCR-epitope binding with 47,182 pairs between 192 epitopes and 23,139 TCRs (1) The epitope is YLQPRTFLL. The TCR CDR3 sequence is CAIGDENTGELFF. Result: 1 (the TCR binds to the epitope). (2) The epitope is KPLEFGATSAAL. The TCR CDR3 sequence is CASSLPGLGETQYF. Result: 1 (the TCR binds to the epitope).